From a dataset of Forward reaction prediction with 1.9M reactions from USPTO patents (1976-2016). Predict the product of the given reaction. (1) Given the reactants [Cl:1][C:2]1[CH:7]=[CH:6][CH:5]=[C:4]([O:8][CH3:9])[C:3]=1/[CH:10]=[C:11]1/[C:12](=[O:18])[CH:13]2[CH2:17][CH:16]/1[CH2:15][CH2:14]2.OO.[Se](=O)=[O:22].CCCCC, predict the reaction product. The product is: [Cl:1][C:2]1[CH:7]=[CH:6][CH:5]=[C:4]([O:8][CH3:9])[C:3]=1/[CH:10]=[C:11]1/[CH:16]2[CH2:17][CH:13]([C:12](=[O:18])[O:22]/1)[CH2:14][CH2:15]2. (2) Given the reactants [NH2:1][C:2]1[C:9](I)=[CH:8][C:5]([C:6]#[N:7])=[C:4]([C:11]([F:14])([F:13])[F:12])[CH:3]=1.[CH2:15](N(CC)CC)[CH3:16].C([Si](C)(C)C)#C.[F-].C([N+](CCCC)(CCCC)CCCC)CCC, predict the reaction product. The product is: [NH2:1][C:2]1[C:9]([C:15]#[CH:16])=[CH:8][C:5]([C:6]#[N:7])=[C:4]([C:11]([F:14])([F:13])[F:12])[CH:3]=1. (3) Given the reactants CS(O[CH2:6][CH2:7][CH2:8][S:9]([CH2:12][C:13]1[CH:18]=[CH:17][C:16]([CH3:19])=[CH:15][CH:14]=1)(=[O:11])=[O:10])(=O)=O.[NH:20]1[CH2:25][CH2:24][O:23][CH2:22][CH2:21]1, predict the reaction product. The product is: [CH3:19][C:16]1[CH:17]=[CH:18][C:13]([CH2:12][S:9]([CH2:8][CH2:7][CH2:6][N:20]2[CH2:25][CH2:24][O:23][CH2:22][CH2:21]2)(=[O:11])=[O:10])=[CH:14][CH:15]=1. (4) Given the reactants C(OC([N:8]1[CH2:12][CH:11]([O:13][CH2:14][C:15]2[CH:20]=[CH:19][CH:18]=[CH:17][CH:16]=2)[CH2:10][CH:9]1[CH2:21][CH:22]=[CH2:23])=O)(C)(C)C.FC(F)(F)C(O)=O, predict the reaction product. The product is: [CH2:21]([CH:9]1[CH2:10][CH:11]([O:13][CH2:14][C:15]2[CH:20]=[CH:19][CH:18]=[CH:17][CH:16]=2)[CH2:12][NH:8]1)[CH:22]=[CH2:23].